Dataset: Reaction yield outcomes from USPTO patents with 853,638 reactions. Task: Predict the reaction yield, written as a fraction of the theoretical maximum amount of product (1.0 means a 100% yield; for example, 0.34 means a 34% yield). (1) The reactants are [Cl:1][C:2]1[C:3]([CH2:9][OH:10])=[N:4][CH:5]=[C:6]([Cl:8])[CH:7]=1.[Cl:11][C:12]1[CH:17]=[C:16](I)[CH:15]=[CH:14][N:13]=1.C(=O)([O-])[O-].[Cs+].[Cs+].N1C2C(=CC=C3C=2N=CC=C3)C=CC=1. The catalyst is C1(C)C=CC=CC=1.[Cu]I. The product is [Cl:1][C:2]1[C:3]([CH2:9][O:10][C:16]2[CH:15]=[CH:14][N:13]=[C:12]([Cl:11])[CH:17]=2)=[N:4][CH:5]=[C:6]([Cl:8])[CH:7]=1. The yield is 0.380. (2) The reactants are [F:1][C:2]1[CH:7]=[CH:6][C:5]([C:8]2[C:16]3[C:11](=[N:12][C:13]([NH2:23])=[N:14][C:15]=3[N:17]3[CH2:22][CH2:21][NH:20][CH2:19][CH2:18]3)[S:10][N:9]=2)=[CH:4][CH:3]=1.[C:24]1([CH3:33])[CH:29]=[CH:28][C:27]([N:30]=[C:31]=[O:32])=[CH:26][CH:25]=1. The catalyst is ClCCl. The product is [NH2:23][C:13]1[N:12]=[C:11]2[S:10][N:9]=[C:8]([C:5]3[CH:6]=[CH:7][C:2]([F:1])=[CH:3][CH:4]=3)[C:16]2=[C:15]([N:17]2[CH2:18][CH2:19][N:20]([C:31]([NH:30][C:27]3[CH:28]=[CH:29][C:24]([CH3:33])=[CH:25][CH:26]=3)=[O:32])[CH2:21][CH2:22]2)[N:14]=1. The yield is 0.710.